This data is from Reaction yield outcomes from USPTO patents with 853,638 reactions. The task is: Predict the reaction yield, written as a fraction of the theoretical maximum amount of product (1.0 means a 100% yield; for example, 0.34 means a 34% yield). (1) The reactants are [Br:1][C:2]1[CH:30]=[CH:29][C:5]([CH2:6][C:7]2[S:8][C:9]([CH3:28])=[C:10]([CH3:27])[C:11]=2[C:12]([C:14]2[CH:19]=[CH:18][C:17]([O:20]C)=[C:16]([CH:22]3[CH2:26][CH2:25][CH2:24][CH2:23]3)[CH:15]=2)=[O:13])=[CH:4][CH:3]=1. The catalyst is C(Cl)Cl. The product is [Br:1][C:2]1[CH:30]=[CH:29][C:5]([CH2:6][C:7]2[S:8][C:9]([CH3:28])=[C:10]([CH3:27])[C:11]=2[C:12]([C:14]2[CH:19]=[CH:18][C:17]([OH:20])=[C:16]([CH:22]3[CH2:26][CH2:25][CH2:24][CH2:23]3)[CH:15]=2)=[O:13])=[CH:4][CH:3]=1. The yield is 0.740. (2) The reactants are Cl[C:2]1[C:11]([C:12]#[N:13])=[C:10]([Cl:14])[C:9]2[C:4](=[CH:5][CH:6]=[CH:7][CH:8]=2)[N:3]=1.C([O-])(=[O:17])C.[NH4+]. The catalyst is C(O)(=O)C. The product is [Cl:14][C:10]1[C:9]2[C:4](=[CH:5][CH:6]=[CH:7][CH:8]=2)[NH:3][C:2](=[O:17])[C:11]=1[C:12]#[N:13]. The yield is 0.770. (3) The reactants are [CH2:1]([O:8][C:9]1[CH:14]=[CH:13][CH:12]=[CH:11][C:10]=1[C:15]1[N:20]=[C:19](Br)[C:18]([C:22]#[N:23])=[C:17]([CH:24]2[CH2:29][CH2:28][CH2:27][N:26]([C:30]([O:32][C:33]([CH3:36])([CH3:35])[CH3:34])=[O:31])[CH2:25]2)[CH:16]=1)[C:2]1[CH:7]=[CH:6][CH:5]=[CH:4][CH:3]=1.C(N(CC)CC)C.[CH2:44]([NH2:51])[C:45]1[CH:50]=[CH:49][CH:48]=[CH:47][CH:46]=1. The catalyst is CS(C)=O. The product is [CH2:1]([O:8][C:9]1[CH:14]=[CH:13][CH:12]=[CH:11][C:10]=1[C:15]1[N:20]=[C:19]([NH:51][CH2:44][C:45]2[CH:50]=[CH:49][CH:48]=[CH:47][CH:46]=2)[C:18]([C:22]#[N:23])=[C:17]([CH:24]2[CH2:29][CH2:28][CH2:27][N:26]([C:30]([O:32][C:33]([CH3:36])([CH3:35])[CH3:34])=[O:31])[CH2:25]2)[CH:16]=1)[C:2]1[CH:7]=[CH:6][CH:5]=[CH:4][CH:3]=1. The yield is 0.920. (4) The reactants are Cl.[CH2:2]([O:9][C:10](=[O:37])[NH:11][CH2:12][CH2:13][CH2:14][CH2:15][C@H:16]([NH:28][C:29]([CH:31]1[O:36][CH2:35][CH2:34][NH:33][CH2:32]1)=[O:30])[C:17]([C:19]1[S:20][C:21]2[CH:27]=[CH:26][CH:25]=[CH:24][C:22]=2[N:23]=1)=[O:18])[C:3]1[CH:8]=[CH:7][CH:6]=[CH:5][CH:4]=1.[C:38](Cl)(=[O:40])[CH3:39]. The catalyst is C(Cl)Cl. The product is [CH2:2]([O:9][C:10](=[O:37])[NH:11][CH2:12][CH2:13][CH2:14][CH2:15][C@H:16]([NH:28][C:29]([CH:31]1[O:36][CH2:35][CH2:34][N:33]([C:38](=[O:40])[CH3:39])[CH2:32]1)=[O:30])[C:17]([C:19]1[S:20][C:21]2[CH:27]=[CH:26][CH:25]=[CH:24][C:22]=2[N:23]=1)=[O:18])[C:3]1[CH:8]=[CH:7][CH:6]=[CH:5][CH:4]=1. The yield is 0.670. (5) The reactants are [CH3:1][C:2]1[C:11](=[O:12])[C:10]2[C:5](=[C:6]([C:16]3[CH2:21][CH2:20][CH:19]([C:22]([O:24][CH2:25][CH3:26])=[O:23])[CH2:18][CH:17]=3)[CH:7]=[CH:8][C:9]=2[N+:13]([O-])=O)[NH:4][CH:3]=1.Cl[Sn]Cl. The catalyst is CCO. The product is [NH2:13][C:9]1[CH:8]=[CH:7][C:6]([C:16]2[CH2:21][CH2:20][CH:19]([C:22]([O:24][CH2:25][CH3:26])=[O:23])[CH2:18][CH:17]=2)=[C:5]2[C:10]=1[C:11](=[O:12])[C:2]([CH3:1])=[CH:3][NH:4]2. The yield is 0.490. (6) The reactants are CCN(CC)CC.C(OC([N:15]1[CH2:19][C:18]([F:21])([F:20])[C:17]([CH3:23])([CH3:22])[C@H:16]1[C:24]([OH:26])=O)=O)(C)(C)C.[F:27][C:28]([F:32])([F:31])[CH2:29][NH2:30].C(O)(=O)CC(CC(O)=O)(C(O)=O)O. The catalyst is C(OCC)(=O)C. The product is [F:27][C:28]([F:32])([F:31])[CH2:29][NH:30][C:24]([C@@H:16]1[C:17]([CH3:22])([CH3:23])[C:18]([F:20])([F:21])[CH2:19][NH:15]1)=[O:26]. The yield is 0.939.